From a dataset of Full USPTO retrosynthesis dataset with 1.9M reactions from patents (1976-2016). Predict the reactants needed to synthesize the given product. (1) Given the product [Cl:1][C:2]1[CH:3]=[C:4]([O:9][C:11]2[CH:18]=[CH:17][C:14]([CH:15]=[O:16])=[CH:13][CH:12]=2)[CH:5]=[CH:6][C:7]=1[CH3:8], predict the reactants needed to synthesize it. The reactants are: [Cl:1][C:2]1[CH:3]=[C:4]([OH:9])[CH:5]=[CH:6][C:7]=1[CH3:8].F[C:11]1[CH:18]=[CH:17][C:14]([CH:15]=[O:16])=[CH:13][CH:12]=1.C([O-])([O-])=O.[K+].[K+]. (2) Given the product [CH3:27][C:22]1[C:21]([CH2:20][N:18]2[CH:19]=[C:15]([N:9]3[C:10](=[O:14])[C:11]([CH3:13])([CH3:12])[N:7]([CH2:6][C:5]4[CH:29]=[C:30]([O:32][CH3:33])[CH:31]=[C:3]([OH:2])[CH:4]=4)[C:8]3=[O:28])[CH:16]=[N:17]2)=[C:25]([CH3:26])[O:24][N:23]=1, predict the reactants needed to synthesize it. The reactants are: C[O:2][C:3]1[CH:4]=[C:5]([CH:29]=[C:30]([O:32][CH3:33])[CH:31]=1)[CH2:6][N:7]1[C:11]([CH3:13])([CH3:12])[C:10](=[O:14])[N:9]([C:15]2[CH:16]=[N:17][N:18]([CH2:20][C:21]3[C:22]([CH3:27])=[N:23][O:24][C:25]=3[CH3:26])[CH:19]=2)[C:8]1=[O:28].B(Br)(Br)Br. (3) Given the product [CH3:23][N:24]([C:2]1[N:7]=[CH:6][N:5]=[C:4]([NH:8][C:9]2[CH:10]=[C:11]([NH:15][C:16](=[O:22])[O:17][C:18]([CH3:21])([CH3:20])[CH3:19])[CH:12]=[CH:13][CH:14]=2)[CH:3]=1)[C:25]1[CH:30]=[CH:29][CH:28]=[CH:27][CH:26]=1, predict the reactants needed to synthesize it. The reactants are: Cl[C:2]1[N:7]=[CH:6][N:5]=[C:4]([NH:8][C:9]2[CH:10]=[C:11]([NH:15][C:16](=[O:22])[O:17][C:18]([CH3:21])([CH3:20])[CH3:19])[CH:12]=[CH:13][CH:14]=2)[CH:3]=1.[CH3:23][NH:24][C:25]1[CH:30]=[CH:29][CH:28]=[CH:27][CH:26]=1.[OH-].[Na+]. (4) Given the product [Br:1][C:2]1[C:3]2[CH2:10][CH2:9][C:8](=[O:15])[C:4]=2[CH:5]=[N:6][CH:7]=1, predict the reactants needed to synthesize it. The reactants are: [Br:1][C:2]1[C:3]2[CH2:10][C:9](C(OC)=O)=[C:8]([O-:15])[C:4]=2[CH:5]=[N:6][CH:7]=1.[Na+].CCOCC.[OH-].[K+].